Dataset: CYP2C9 inhibition data for predicting drug metabolism from PubChem BioAssay. Task: Regression/Classification. Given a drug SMILES string, predict its absorption, distribution, metabolism, or excretion properties. Task type varies by dataset: regression for continuous measurements (e.g., permeability, clearance, half-life) or binary classification for categorical outcomes (e.g., BBB penetration, CYP inhibition). Dataset: cyp2c9_veith. (1) The molecule is COc1ccc(-n2c(=O)c(-c3cccs3)nc3cnc(N4CCN(C)CC4)nc32)cc1. The result is 0 (non-inhibitor). (2) The compound is CCS(=O)(=O)N1CCC(C(=O)NCC2CCCO2)CC1. The result is 0 (non-inhibitor). (3) The compound is Cc1[nH]c2ccccc2c1C(=O)/C=C/c1ccccc1. The result is 1 (inhibitor). (4) The compound is Clc1ccc(Cn2c(CN3CCCC3)nc3ccccc32)cc1. The result is 0 (non-inhibitor).